Dataset: Forward reaction prediction with 1.9M reactions from USPTO patents (1976-2016). Task: Predict the product of the given reaction. (1) Given the reactants [Br:1][C:2]1[CH:7]=[CH:6][C:5]([OH:8])=[CH:4][CH:3]=1.[OH-].[Na+].[CH2:11](Br)[CH2:12][CH2:13][CH2:14][CH2:15][CH3:16].O, predict the reaction product. The product is: [CH2:11]([O:8][C:5]1[CH:6]=[CH:7][C:2]([Br:1])=[CH:3][CH:4]=1)[CH2:12][CH2:13][CH2:14][CH2:15][CH3:16]. (2) Given the reactants C([Li])(CC)C.C1C[C@H]2N(C[C@H]3[C@@H]4CCCCN4C[C@@H]2C3)CC1.[C:23]([O:27][C:28]([N:30]1[CH2:34][CH2:33][CH2:32][C:31]1([CH3:36])[CH3:35])=[O:29])([CH3:26])([CH3:25])[CH3:24].[CH2:37]([N:44]([CH2:55][C:56]1[CH:61]=[CH:60][CH:59]=[CH:58][CH:57]=1)[C@@H:45]([CH2:48][C:49]1[CH:54]=[CH:53][CH:52]=[CH:51][CH:50]=1)[CH:46]=[O:47])[C:38]1[CH:43]=[CH:42][CH:41]=[CH:40][CH:39]=1.[Cl-].[NH4+], predict the reaction product. The product is: [C:23]([O:27][C:28]([N:30]1[C:31]([CH3:36])([CH3:35])[CH2:32][CH2:33][C@@H:34]1[C@@H:46]([OH:47])[C@@H:45]([N:44]([CH2:37][C:38]1[CH:39]=[CH:40][CH:41]=[CH:42][CH:43]=1)[CH2:55][C:56]1[CH:57]=[CH:58][CH:59]=[CH:60][CH:61]=1)[CH2:48][C:49]1[CH:54]=[CH:53][CH:52]=[CH:51][CH:50]=1)=[O:29])([CH3:26])([CH3:24])[CH3:25]. (3) Given the reactants [Cl:1][C:2]1[CH:3]=[CH:4][C:5]2[C:6](Cl)=[C:7]3[N:15]=[C:14]([O:16][CH3:17])[CH:13]=[CH:12][C:8]3=[N:9][C:10]=2[CH:11]=1.[CH2:19]([N:21]1[CH2:26][CH2:25][CH:24]([NH2:27])[CH2:23][CH2:22]1)[CH3:20], predict the reaction product. The product is: [Cl:1][C:2]1[CH:3]=[CH:4][C:5]2[C:10]([CH:11]=1)=[N:9][C:8]1[C:7]([C:6]=2[NH:27][CH:24]2[CH2:25][CH2:26][N:21]([CH2:19][CH3:20])[CH2:22][CH2:23]2)=[N:15][C:14]([O:16][CH3:17])=[CH:13][CH:12]=1. (4) Given the reactants [CH:1]1([C:4]2[N:9]=[C:8]([N:10]3[CH2:16][CH2:15][CH2:14][CH2:13][CH2:12][CH2:11]3)[C:7]([CH3:17])=[C:6]([N:18]3[CH2:21][CH:20](C)[CH2:19]3)[N:5]=2)[CH2:3][CH2:2]1.N1(C2N=C(C3CC3)N=C(N3CC(O)C3)C=2C)CCCCCC1.C1(C2N=C(N3CCCCCC3)C=C(N3CC(C)C3)N=2)CC1.N1(C2N=C(C3CC3)N=C(N3CCCCCC3)C=2)CCC1.C1(C2N=C(N3CCCCCC3)C(C)=C(N3CC(F)C3)N=2)CC1, predict the reaction product. The product is: [N:18]1([C:6]2[N:5]=[C:4]([CH:1]3[CH2:2][CH2:3]3)[N:9]=[C:8]([N:10]3[CH2:16][CH2:15][CH2:14][CH2:13][CH2:12][CH2:11]3)[C:7]=2[CH3:17])[CH2:21][CH2:20][CH2:19]1. (5) Given the reactants F[C:2]1[CH:7]=[CH:6][CH:5]=[CH:4][C:3]=1[N+:8]([O-:10])=[O:9].[O:11]([C:18]1[CH:24]=[CH:23][C:21]([NH2:22])=[CH:20][CH:19]=1)[C:12]1[CH:17]=[CH:16][CH:15]=[CH:14][CH:13]=1.C([O-])(C)(C)C.[K+], predict the reaction product. The product is: [N+:8]([C:3]1[CH:4]=[CH:5][CH:6]=[CH:7][C:2]=1[NH:22][C:21]1[CH:20]=[CH:19][C:18]([O:11][C:12]2[CH:17]=[CH:16][CH:15]=[CH:14][CH:13]=2)=[CH:24][CH:23]=1)([O-:10])=[O:9]. (6) Given the reactants Cl[C:2]([F:7])([F:6])C([O-])=O.[Na+].[OH-].[Na+].[Cl:11][C:12]1[CH:13]=[C:14]([OH:19])[C:15](=[CH:17][CH:18]=1)[OH:16].Cl, predict the reaction product. The product is: [Cl:11][C:12]1[CH:18]=[CH:17][C:15]([O:16][CH:2]([F:6])[F:7])=[C:14]([OH:19])[CH:13]=1. (7) Given the reactants [CH3:1][O:2][C:3]1[CH:4]=[C:5]([C:9]2([C:21]([OH:23])=O)[CH2:14][CH2:13][N:12]([C:15]3[N:20]=[CH:19][CH:18]=[CH:17][N:16]=3)[CH2:11][CH2:10]2)[CH:6]=[CH:7][CH:8]=1.C(Cl)(=O)C([Cl:27])=O, predict the reaction product. The product is: [ClH:27].[CH3:1][O:2][C:3]1[CH:4]=[C:5]([C:9]2([C:21]([Cl:27])=[O:23])[CH2:14][CH2:13][N:12]([C:15]3[N:20]=[CH:19][CH:18]=[CH:17][N:16]=3)[CH2:11][CH2:10]2)[CH:6]=[CH:7][CH:8]=1.